Dataset: Aqueous solubility values for 9,982 compounds from the AqSolDB database. Task: Regression/Classification. Given a drug SMILES string, predict its absorption, distribution, metabolism, or excretion properties. Task type varies by dataset: regression for continuous measurements (e.g., permeability, clearance, half-life) or binary classification for categorical outcomes (e.g., BBB penetration, CYP inhibition). For this dataset (solubility_aqsoldb), we predict Y. (1) The drug is C=CCCC=C. The Y is -2.69 log mol/L. (2) The compound is O=C1CNC(=S)N1c1ccccc1. The Y is -3.24 log mol/L. (3) The compound is Clc1ccc(C(c2ccc(Cl)cc2)C(Cl)Cl)cc1. The Y is -7.20 log mol/L. (4) The molecule is CC(C)(C)OC(=O)C1(S(=O)(=O)c2ccc(Cl)cc2)CC1. The Y is -4.12 log mol/L. (5) The drug is O=CC(=O)c1ccccc1. The Y is -0.740 log mol/L.